Dataset: Catalyst prediction with 721,799 reactions and 888 catalyst types from USPTO. Task: Predict which catalyst facilitates the given reaction. (1) Reactant: O.[NH2:2][NH2:3].[IH:4].CS[C:7]1[NH:8][CH2:9][CH2:10][CH2:11][CH2:12][N:13]=1.CCOCC. Product: [IH:4].[NH:13]1[CH2:12][CH2:11][CH2:10][CH2:9][NH:8][C:7]1=[N:2][NH2:3]. The catalyst class is: 14. (2) Reactant: C1(P(C2C=CC=CC=2)C2C=CC=CC=2)C=CC=CC=1.[CH2:20]([O:22][C:23]1[CH:28]=[CH:27][C:26]([N:29]2[C:33]3[CH:34]=[CH:35][C:36]([OH:38])=[CH:37][C:32]=3[N:31]=[CH:30]2)=[CH:25][CH:24]=1)[CH3:21].[CH2:39]([C:41]1[CH:48]=[CH:47][C:44]([CH2:45]O)=[CH:43][CH:42]=1)[CH3:40]. Product: [CH2:20]([O:22][C:23]1[CH:28]=[CH:27][C:26]([N:29]2[C:33]3[CH:34]=[CH:35][C:36]([O:38][CH2:45][C:44]4[CH:47]=[CH:48][C:41]([CH2:39][CH3:40])=[CH:42][CH:43]=4)=[CH:37][C:32]=3[N:31]=[CH:30]2)=[CH:25][CH:24]=1)[CH3:21]. The catalyst class is: 7. (3) Reactant: C(OC([N:8]1[CH2:13][CH2:12][N:11]([C:14]2[CH:19]=[CH:18][C:17]([C:20]3[S:21][C:22]4[CH:28]=[C:27]([NH2:29])[CH:26]=[CH:25][C:23]=4[N:24]=3)=[CH:16][N:15]=2)[CH2:10][CH2:9]1)=O)(C)(C)C.C(O)(C(F)(F)F)=O.Cl. Product: [N:11]1([C:14]2[N:15]=[CH:16][C:17]([C:20]3[S:21][C:22]4[CH:28]=[C:27]([NH2:29])[CH:26]=[CH:25][C:23]=4[N:24]=3)=[CH:18][CH:19]=2)[CH2:10][CH2:9][NH:8][CH2:13][CH2:12]1. The catalyst class is: 2. (4) Reactant: Cl.[Cl:2][C:3]1[N:4]=[C:5]([C:10]([NH:12][C@H:13]2[CH2:18][CH2:17][NH:16][CH2:15][C@H:14]2[O:19][CH2:20][CH3:21])=[O:11])[NH:6][C:7]=1[CH2:8][CH3:9].[NH:22]([C:29](=[O:33])[C:30](O)=[O:31])[C:23]1[CH:28]=[CH:27][CH:26]=[CH:25][CH:24]=1. Product: [NH:22]([C:29](=[O:33])[C:30]([N:16]1[CH2:17][CH2:18][C@H:13]([NH:12][C:10]([C:5]2[NH:6][C:7]([CH2:8][CH3:9])=[C:3]([Cl:2])[N:4]=2)=[O:11])[C@H:14]([O:19][CH2:20][CH3:21])[CH2:15]1)=[O:31])[C:23]1[CH:28]=[CH:27][CH:26]=[CH:25][CH:24]=1. The catalyst class is: 3.